This data is from Catalyst prediction with 721,799 reactions and 888 catalyst types from USPTO. The task is: Predict which catalyst facilitates the given reaction. (1) Reactant: [Br:1][C:2]1[CH:3]=[C:4]2[C:9](=[CH:10][CH:11]=1)[N:8]=[CH:7][N:6]=[C:5]2Cl.[NH2:13][C:14]1[CH:15]=[C:16]2[C:20](=[CH:21][CH:22]=1)[N:19]([CH2:23][C:24]1[CH:29]=[CH:28][CH:27]=[CH:26][CH:25]=1)[N:18]=[CH:17]2.C(N(CC)CC)C. Product: [CH2:23]([N:19]1[C:20]2[C:16](=[CH:15][C:14]([NH:13][C:5]3[C:4]4[C:9](=[CH:10][CH:11]=[C:2]([Br:1])[CH:3]=4)[N:8]=[CH:7][N:6]=3)=[CH:22][CH:21]=2)[CH:17]=[N:18]1)[C:24]1[CH:25]=[CH:26][CH:27]=[CH:28][CH:29]=1. The catalyst class is: 647. (2) Reactant: [CH3:1][O:2][C:3]1[CH:4]=[C:5]2[C:9](=[CH:10][CH:11]=1)[C:8](=[O:12])[C:7]1([CH2:20][C:19]3[C:14](=[CH:15][CH:16]=[C:17]([O:21]C)[CH:18]=3)[CH2:13]1)[CH:6]2[CH3:23].B(Br)(Br)Br. Product: [OH:21][C:17]1[CH:18]=[C:19]2[C:14](=[CH:15][CH:16]=1)[CH2:13][C:7]1([CH:6]([CH3:23])[C:5]3[C:9](=[CH:10][CH:11]=[C:3]([O:2][CH3:1])[CH:4]=3)[C:8]1=[O:12])[CH2:20]2. The catalyst class is: 2.